From a dataset of Catalyst prediction with 721,799 reactions and 888 catalyst types from USPTO. Predict which catalyst facilitates the given reaction. (1) Reactant: [NH2:1][C:2]1[N:7]=[CH:6][C:5]([C:8]2[N:17]=[C:16]([NH:18][CH2:19][CH:20]([C:27]3[CH:32]=[CH:31][CH:30]=[CH:29][CH:28]=3)[C:21]3[N:26]=[CH:25][CH:24]=[CH:23][N:22]=3)[C:15]3[C:10](=[CH:11][CH:12]=[CH:13][CH:14]=3)[N:9]=2)=[CH:4][N:3]=1.Cl[CH2:34][CH:35]=O. Product: [N:1]1[CH:34]=[CH:35][N:7]2[CH:6]=[C:5]([C:8]3[N:17]=[C:16]([NH:18][CH2:19][CH:20]([C:27]4[CH:32]=[CH:31][CH:30]=[CH:29][CH:28]=4)[C:21]4[N:26]=[CH:25][CH:24]=[CH:23][N:22]=4)[C:15]4[C:10](=[CH:11][CH:12]=[CH:13][CH:14]=4)[N:9]=3)[CH:4]=[N:3][C:2]=12. The catalyst class is: 32. (2) Product: [C:1]([N:8]1[CH2:12][CH2:11][C@H:10]([N:13]([C:14](=[O:20])[C:15]([CH3:19])([CH3:18])[CH2:16][O:17][CH3:32])[CH:21]2[CH2:26][CH2:25][C:24]([CH3:28])([CH3:27])[CH2:23][CH2:22]2)[CH2:9]1)([O:3][C:4]([CH3:5])([CH3:6])[CH3:7])=[O:2]. Reactant: [C:1]([N:8]1[CH2:12][CH2:11][C@H:10]([N:13]([CH:21]2[CH2:26][CH2:25][C:24]([CH3:28])([CH3:27])[CH2:23][CH2:22]2)[C:14](=[O:20])[C:15]([CH3:19])([CH3:18])[CH2:16][OH:17])[CH2:9]1)([O:3][C:4]([CH3:7])([CH3:6])[CH3:5])=[O:2].[H-].[Na+].I[CH3:32]. The catalyst class is: 1. (3) Reactant: [CH:1]1[CH:20]=[CH:19][C:17](=[O:18])/[C:3](=[CH:4]/[NH:5][CH2:6][CH2:7][NH:8]/[CH:9]=[C:10]2/[CH:11]=[CH:12][CH:13]=[CH:14][C:15]/2=[O:16])/[CH:2]=1.O.O.O.O.C([O-])(=O)C.[Co+2:29].C([O-])(=O)C.C(O)(=O)C.[N+](C1C=C(C=C([N+]([O-])=O)C=1)C(O)=O)([O-])=O. Product: [Co+3:29].[CH:12]1[CH:13]=[CH:14][C:15](=[O:16])/[C:10](=[CH:9]/[NH:8][CH2:7][CH2:6][NH:5]/[CH:4]=[C:3]2/[CH:2]=[CH:1][CH:20]=[CH:19][C:17]/2=[O:18])/[CH:11]=1. The catalyst class is: 390. (4) Reactant: C(OC(N1C2C(=C(C[N:18]3[C:22]4[CH:23]=[CH:24][CH:25]=[CH:26][C:21]=4[N:20]([CH:27]4[CH2:32][CH2:31][N:30](C(OC(C)(C)C)=O)[CH2:29][CH2:28]4)[C:19]3=[NH:40])C=CC=2)C=C1)=O)(C)(C)C.C(O)(C(F)(F)F)=O.O. Product: [NH:30]1[CH2:29][CH2:28][CH:27]([N:20]2[C:21]3[CH:26]=[CH:25][CH:24]=[CH:23][C:22]=3[NH:18][C:19]2=[NH:40])[CH2:32][CH2:31]1. The catalyst class is: 2. (5) Reactant: [F:1][C:2]1[C:3]([O:10][CH3:11])=[C:4]([CH:7]=[CH:8][CH:9]=1)[CH:5]=[O:6].[BH4-].[Na+]. Product: [F:1][C:2]1[C:3]([O:10][CH3:11])=[C:4]([CH2:5][OH:6])[CH:7]=[CH:8][CH:9]=1. The catalyst class is: 459.